From a dataset of Catalyst prediction with 721,799 reactions and 888 catalyst types from USPTO. Predict which catalyst facilitates the given reaction. (1) Reactant: [C:1]([C:3]1[CH:8]=[CH:7][C:6]([NH:9][C:10](=[O:22])[NH:11][CH2:12][C:13]2[CH:14]=[C:15]([CH:19]=[CH:20][CH:21]=2)[C:16]([OH:18])=[O:17])=[CH:5][CH:4]=1)#[N:2].C(Cl)CCl.C1C=CC2N(O)N=NC=2C=1.CN1CCOCC1.[CH3:44][N:45]([CH3:51])[CH2:46][CH2:47][CH2:48][CH2:49][NH2:50]. Product: [CH:16]([O-:18])=[O:17].[C:1]([C:3]1[CH:4]=[CH:5][C:6]([NH:9][C:10](=[O:22])[NH:11][CH2:12][C:13]2[CH:14]=[C:15]([CH:19]=[CH:20][CH:21]=2)[C:16]([NH:50][CH2:49][CH2:48][CH2:47][CH2:46][N:45]([CH3:51])[CH3:44])=[O:18])=[CH:7][CH:8]=1)#[N:2]. The catalyst class is: 3. (2) Reactant: [OH:1][CH2:2][C:3]1[CH:12]=[CH:11][C:6]([C:7]([O:9][CH3:10])=[O:8])=[C:5]([N+:13]([O-:15])=[O:14])[CH:4]=1.[Si:16](Cl)([C:19]([CH3:22])([CH3:21])[CH3:20])([CH3:18])[CH3:17].N1C=CN=C1.O. Product: [CH3:10][O:9][C:7](=[O:8])[C:6]1[CH:11]=[CH:12][C:3]([CH2:2][O:1][Si:16]([C:19]([CH3:22])([CH3:21])[CH3:20])([CH3:18])[CH3:17])=[CH:4][C:5]=1[N+:13]([O-:15])=[O:14]. The catalyst class is: 3. (3) Reactant: [Cl:1][CH2:2][CH2:3][CH2:4][C:5](Cl)=[O:6].[NH2:8][C:9]1[CH:14]=[CH:13][C:12]([CH:15]([C:27]2[CH:32]=[CH:31][C:30]([Cl:33])=[CH:29][C:28]=2[CH3:34])[CH2:16][C:17]([C:19]2[CH:20]=[CH:21][C:22](=[O:26])[N:23]([CH3:25])[CH:24]=2)=[O:18])=[CH:11][CH:10]=1. Product: [Cl:1][CH2:2][CH2:3][CH2:4][C:5]([NH:8][C:9]1[CH:14]=[CH:13][C:12]([CH:15]([C:27]2[CH:32]=[CH:31][C:30]([Cl:33])=[CH:29][C:28]=2[CH3:34])[CH2:16][C:17]([C:19]2[CH:20]=[CH:21][C:22](=[O:26])[N:23]([CH3:25])[CH:24]=2)=[O:18])=[CH:11][CH:10]=1)=[O:6]. The catalyst class is: 272. (4) Reactant: [CH:1]1[C:2]([C:23]([F:26])([F:25])[F:24])=[CH:3][C:4]([Cl:22])=[C:5]([N:8]2[N:12]=[C:11]([C:13]#[N:14])[C:10]([S+:15]([O-:20])[C:16]([F:19])([F:18])[F:17])=[C:9]2[NH2:21])[C:6]=1[Cl:7].[CH:27]1[C:32]([CH2:33][N:34]2[CH2:35][CH2:36][NH:37]/[C:38]/2=[N:39]\[N+:40]([O-:42])=[O:41])=[CH:31][N:30]=[C:29]([Cl:43])[CH:28]=1. Product: [CH:27]1[C:32]([CH2:33][N:34]2[CH2:35][CH2:36][NH:37]/[C:38]/2=[N:39]\[N+:40]([O-:42])=[O:41])=[CH:31][N:30]=[C:29]([Cl:43])[CH:28]=1.[CH:3]1[C:2]([C:23]([F:25])([F:24])[F:26])=[CH:1][C:6]([Cl:7])=[C:5]([N:8]2[N:12]=[C:11]([C:13]#[N:14])[C:10]([S+:15]([O-:20])[C:16]([F:19])([F:17])[F:18])=[C:9]2[NH2:21])[C:4]=1[Cl:22]. The catalyst class is: 6. (5) Reactant: [NH2:1][C:2]1[CH:3]=[CH:4][C:5]([C:9]2[CH:10]=[C:11]([CH:17]=[CH:18][CH:19]=2)[C:12]([O:14][CH2:15][CH3:16])=[O:13])=[N:6][C:7]=1Br.CCO[C:23]([S-:25])=[S:24].[K+].[C:27](O)(=O)C.IC. Product: [CH3:27][S:25][C:23]1[S:24][C:7]2[C:2]([N:1]=1)=[CH:3][CH:4]=[C:5]([C:9]1[CH:10]=[C:11]([CH:17]=[CH:18][CH:19]=1)[C:12]([O:14][CH2:15][CH3:16])=[O:13])[N:6]=2. The catalyst class is: 514. (6) Reactant: C(OC([N:8]1[CH2:12][CH2:11][CH:10]([NH:13][C:14]2[CH:19]=[CH:18][C:17]([Cl:20])=[CH:16][CH:15]=2)[CH2:9]1)=O)(C)(C)C.C(O)(C(F)(F)F)=O. Product: [Cl:20][C:17]1[CH:16]=[CH:15][C:14]([NH:13][CH:10]2[CH2:11][CH2:12][NH:8][CH2:9]2)=[CH:19][CH:18]=1. The catalyst class is: 2.